From a dataset of Catalyst prediction with 721,799 reactions and 888 catalyst types from USPTO. Predict which catalyst facilitates the given reaction. (1) Reactant: [CH2:1]([C:6]1[CH:10]([C:11]2[CH:16]=[CH:15][CH:14]=[CH:13][CH:12]=2)[CH2:9][N:8]([C:17](Cl)=[O:18])[N:7]=1)[CH2:2][CH2:3][CH2:4][CH3:5].CCN(C(C)C)C(C)C.[CH3:29][O:30][C:31]1[CH:37]=[CH:36][C:34]([NH2:35])=[CH:33][CH:32]=1. Product: [CH3:29][O:30][C:31]1[CH:37]=[CH:36][C:34]([NH:35][C:17]([N:8]2[CH2:9][CH:10]([C:11]3[CH:16]=[CH:15][CH:14]=[CH:13][CH:12]=3)[C:6]([CH2:1][CH2:2][CH2:3][CH2:4][CH3:5])=[N:7]2)=[O:18])=[CH:33][CH:32]=1. The catalyst class is: 4. (2) Reactant: O[CH2:2][CH2:3][C@@:4]1([C:17]([N:19]2[CH2:28][CH2:27][C:26]3[N:25]=[CH:24][C:23]([C:29]([F:32])([F:31])[F:30])=[CH:22][C:21]=3[CH2:20]2)=[O:18])[CH2:8][C@H:7]([NH:9][C:10](=[O:16])[O:11][C:12]([CH3:15])([CH3:14])[CH3:13])[CH:6]=[CH:5]1.C1(P(C2C=CC=CC=2)C2C=CC=CC=2)C=CC=CC=1.CC(OC(/N=N/C(OC(C)C)=O)=O)C.[C:66]([OH:69])(=[S:68])[CH3:67].C([O-])(O)=O.[Na+]. Product: [C:66](=[O:69])([S:68][CH2:2][CH2:3][C@@:4]1([C:17]([N:19]2[CH2:28][CH2:27][C:26]3[N:25]=[CH:24][C:23]([C:29]([F:32])([F:30])[F:31])=[CH:22][C:21]=3[CH2:20]2)=[O:18])[CH2:8][C@H:7]([NH:9][C:10]([O:11][C:12]([CH3:14])([CH3:13])[CH3:15])=[O:16])[CH:6]=[CH:5]1)[CH3:67]. The catalyst class is: 20. (3) Reactant: [OH-].[K+].CCO.[CH3:6][O:7][C:8]1[C:16]2[C:11](=[CH:12][CH:13]=[C:14]([N+:17]([O-:19])=[O:18])[CH:15]=2)[N:10](C(OCC)=O)[N:9]=1.Cl. Product: [CH3:6][O:7][C:8]1[C:16]2[C:11](=[CH:12][CH:13]=[C:14]([N+:17]([O-:19])=[O:18])[CH:15]=2)[NH:10][N:9]=1. The catalyst class is: 6. (4) Reactant: C(Cl)(=O)C(Cl)=O.CS(C)=O.[C:11]([O:14][C@H:15]1[C@H:20]([O:21][C:22](=[O:24])[CH3:23])[C@@H:19]([O:25][C:26](=[O:28])[CH3:27])[C@H:18]([C:29]2[CH:34]=[CH:33][C:32]([Cl:35])=[C:31]([CH2:36][C:37]3[CH:42]=[CH:41][C:40]([O:43][CH2:44][CH2:45][OH:46])=[CH:39][CH:38]=3)[CH:30]=2)[O:17][C@@H:16]1[CH2:47][O:48][C:49](=[O:51])[CH3:50])(=[O:13])[CH3:12].CCN(CC)CC. Product: [C:11]([O:14][C@H:15]1[C@H:20]([O:21][C:22](=[O:24])[CH3:23])[C@@H:19]([O:25][C:26](=[O:28])[CH3:27])[C@H:18]([C:29]2[CH:34]=[CH:33][C:32]([Cl:35])=[C:31]([CH2:36][C:37]3[CH:38]=[CH:39][C:40]([O:43][CH2:44][CH:45]=[O:46])=[CH:41][CH:42]=3)[CH:30]=2)[O:17][C@@H:16]1[CH2:47][O:48][C:49](=[O:51])[CH3:50])(=[O:13])[CH3:12]. The catalyst class is: 2.